From a dataset of Forward reaction prediction with 1.9M reactions from USPTO patents (1976-2016). Predict the product of the given reaction. Given the reactants CN1CCCC1=O.Cl[C:9]1[CH:10]=[C:11]([C:16]2[CH:20]=[C:19]([CH2:21][C:22]3[CH:27]=[CH:26][C:25]([O:28][CH2:29][C:30]4[CH:35]=[CH:34][CH:33]=[CH:32][N:31]=4)=[CH:24][CH:23]=3)[O:18][N:17]=2)[C:12]([NH2:15])=[N:13][CH:14]=1.C(O)=O.C(N(CC)C(C)C)(C)C, predict the reaction product. The product is: [N:31]1[CH:32]=[CH:33][CH:34]=[CH:35][C:30]=1[CH2:29][O:28][C:25]1[CH:26]=[CH:27][C:22]([CH2:21][C:19]2[O:18][N:17]=[C:16]([C:11]3[C:12]([NH2:15])=[N:13][CH:14]=[CH:9][CH:10]=3)[CH:20]=2)=[CH:23][CH:24]=1.